From a dataset of Forward reaction prediction with 1.9M reactions from USPTO patents (1976-2016). Predict the product of the given reaction. (1) Given the reactants C([O:3][C:4](=[O:39])[C:5]([O:8][C:9]1[CH:14]=[CH:13][C:12]([O:15][CH2:16][CH2:17][C:18]2[N:19]=[C:20]([C:24]3[CH:29]=[CH:28][CH:27]=[CH:26][C:25]=3[C:30]3[O:38][C:34]4=[CH:35][CH:36]=[CH:37][C:33]4=[CH:32][CH:31]=3)[O:21][C:22]=2[CH3:23])=[CH:11][CH:10]=1)([CH3:7])[CH3:6])C.[OH-].[Li+].C(O)C.Cl, predict the reaction product. The product is: [O:38]1[C:34]2=[CH:35][CH:36]=[CH:37][C:33]2=[CH:32][CH:31]=[C:30]1[C:25]1[CH:26]=[CH:27][CH:28]=[CH:29][C:24]=1[C:20]1[O:21][C:22]([CH3:23])=[C:18]([CH2:17][CH2:16][O:15][C:12]2[CH:11]=[CH:10][C:9]([O:8][C:5]([CH3:7])([CH3:6])[C:4]([OH:39])=[O:3])=[CH:14][CH:13]=2)[N:19]=1. (2) Given the reactants [CH2:1]([O:8][C:9]1[CH2:13][CH2:12][C:11](=[O:14])[CH:10]=1)[C:2]1[CH:7]=[CH:6][CH:5]=[CH:4][CH:3]=1.[CH:15]([N-]C(C)C)(C)C.[Li+].CI.O, predict the reaction product. The product is: [CH2:1]([O:8][C:9]1[CH2:13][CH:12]([CH3:15])[C:11](=[O:14])[CH:10]=1)[C:2]1[CH:7]=[CH:6][CH:5]=[CH:4][CH:3]=1.